Dataset: Reaction yield outcomes from USPTO patents with 853,638 reactions. Task: Predict the reaction yield, written as a fraction of the theoretical maximum amount of product (1.0 means a 100% yield; for example, 0.34 means a 34% yield). (1) The catalyst is CN(C)C1C=CN=CC=1.ClCCl. The yield is 0.280. The product is [C:1]([C:5]1[CH:6]=[CH:7][C:8]([C:11]2[CH:16]=[CH:15][CH:14]=[C:13]([CH:17]3[C:26]([CH3:27])([CH3:28])[CH2:25][C:24]4[C:19](=[CH:20][CH:21]=[C:22]([C:29]([NH:36][S:33]([CH3:32])(=[O:35])=[O:34])=[O:31])[CH:23]=4)[NH:18]3)[CH:12]=2)=[CH:9][CH:10]=1)([CH3:4])([CH3:3])[CH3:2]. The reactants are [C:1]([C:5]1[CH:10]=[CH:9][C:8]([C:11]2[CH:16]=[CH:15][CH:14]=[C:13]([CH:17]3[C:26]([CH3:28])([CH3:27])[CH2:25][C:24]4[C:19](=[CH:20][CH:21]=[C:22]([C:29]([OH:31])=O)[CH:23]=4)[NH:18]3)[CH:12]=2)=[CH:7][CH:6]=1)([CH3:4])([CH3:3])[CH3:2].[CH3:32][S:33]([NH2:36])(=[O:35])=[O:34]. (2) The reactants are F.F.F.C(N(CC)CC)C.[Si]([O:28][CH2:29][C@H:30]1[O:34][C@@H:33]([N:35]2[CH:42]=[C:41]([CH3:43])[C:39](=[O:40])[NH:38][C:36]2=[O:37])[C@H:32]([O:44][CH2:45][CH2:46][O:47][N:48]([CH3:50])[CH3:49])[C@@H:31]1[OH:51])(C(C)(C)C)(C1C=CC=CC=1)C1C=CC=CC=1.CO. The catalyst is C1COCC1.C(Cl)Cl. The product is [CH3:49][N:48]([CH3:50])[O:47][CH2:46][CH2:45][O:44][C@@H:32]1[C@H:31]([OH:51])[C@@H:30]([CH2:29][OH:28])[O:34][C@H:33]1[N:35]1[CH:42]=[C:41]([CH3:43])[C:39](=[O:40])[NH:38][C:36]1=[O:37]. The yield is 0.925. (3) The reactants are Cl[C:2]1[C:3]2[O:18][CH2:17][CH2:16][C:4]=2[N:5]=[C:6]([C:8]2[CH:13]=[C:12]([Cl:14])[CH:11]=[CH:10][C:9]=2[F:15])[N:7]=1.C1C=CC(P(C2C(C3C(P(C4C=CC=CC=4)C4C=CC=CC=4)=CC=C4C=3C=CC=C4)=C3C(C=CC=C3)=CC=2)C2C=CC=CC=2)=CC=1.[CH2:65]([O:67][C:68](=[O:76])[C:69]1[C:74]([NH2:75])=[CH:73][CH:72]=[N:71][CH:70]=1)[CH3:66].C([O-])([O-])=O.[Cs+].[Cs+]. The yield is 0.210. The catalyst is O1CCOCC1.CC([O-])=O.CC([O-])=O.[Pd+2]. The product is [CH2:65]([O:67][C:68](=[O:76])[C:69]1[C:74]([NH:75][C:2]2[C:3]3[O:18][CH2:17][CH2:16][C:4]=3[N:5]=[C:6]([C:8]3[CH:13]=[C:12]([Cl:14])[CH:11]=[CH:10][C:9]=3[F:15])[N:7]=2)=[CH:73][CH:72]=[N:71][CH:70]=1)[CH3:66]. (4) The reactants are Br[CH2:2][C:3]1[CH:4]=[C:5]([CH:8]=[CH:9][CH:10]=1)[C:6]#[N:7].[CH3:11][NH2:12]. No catalyst specified. The product is [CH3:11][NH:12][CH2:2][C:3]1[CH:4]=[C:5]([CH:8]=[CH:9][CH:10]=1)[C:6]#[N:7]. The yield is 0.820. (5) The reactants are [C:1]([O:5][C:6]([NH:8][CH:9]([CH2:13][CH3:14])[C:10]([OH:12])=O)=[O:7])([CH3:4])([CH3:3])[CH3:2].CN([C:18]([O:22][N:23]1N=NC2C=CC=C[C:24]1=2)=[N+](C)C)C.F[P-](F)(F)(F)(F)F.CCN(C(C)C)C(C)C.Cl.CNOC. The catalyst is CN(C=O)C. The product is [CH3:18][O:22][N:23]([CH3:24])[C:10]([CH:9]([NH:8][C:6](=[O:7])[O:5][C:1]([CH3:2])([CH3:3])[CH3:4])[CH2:13][CH3:14])=[O:12]. The yield is 0.630. (6) The reactants are [CH3:1][C:2]([S@:5]([NH2:7])=[O:6])([CH3:4])[CH3:3].C([O-])([O-])=O.[Cs+].[Cs+].[CH3:14][O:15][C:16]1[N:21]=[C:20]([CH:22]=O)[CH:19]=[CH:18][CH:17]=1. The catalyst is C(Cl)Cl. The product is [CH3:14][O:15][C:16]1[N:21]=[C:20]([CH:22]=[N:7][S@@:5]([C:2]([CH3:4])([CH3:3])[CH3:1])=[O:6])[CH:19]=[CH:18][CH:17]=1. The yield is 0.960. (7) The reactants are [CH3:1][C:2]1([CH3:19])[C:6]([CH3:8])([CH3:7])[O:5][B:4]([C:9]2[CH:14]=[CH:13][C:12]([CH2:15][C:16]([OH:18])=[O:17])=[CH:11][CH:10]=2)[O:3]1.[CH2:20](O)[CH3:21].C1(P(C2C=CC=CC=2)C2C=CC=CC=2)C=CC=CC=1. The catalyst is C1COCC1. The product is [CH3:8][C:6]1([CH3:7])[C:2]([CH3:19])([CH3:1])[O:3][B:4]([C:9]2[CH:14]=[CH:13][C:12]([CH2:15][C:16]([O:18][CH2:20][CH3:21])=[O:17])=[CH:11][CH:10]=2)[O:5]1. The yield is 0.700.